This data is from NCI-60 drug combinations with 297,098 pairs across 59 cell lines. The task is: Regression. Given two drug SMILES strings and cell line genomic features, predict the synergy score measuring deviation from expected non-interaction effect. (1) Drug 1: COC1=CC(=CC(=C1O)OC)C2C3C(COC3=O)C(C4=CC5=C(C=C24)OCO5)OC6C(C(C7C(O6)COC(O7)C8=CC=CS8)O)O. Drug 2: CNC(=O)C1=NC=CC(=C1)OC2=CC=C(C=C2)NC(=O)NC3=CC(=C(C=C3)Cl)C(F)(F)F. Cell line: SF-268. Synergy scores: CSS=40.4, Synergy_ZIP=-5.27, Synergy_Bliss=-3.27, Synergy_Loewe=-5.54, Synergy_HSA=-1.58. (2) Drug 1: C1CNP(=O)(OC1)N(CCCl)CCCl. Synergy scores: CSS=-7.46, Synergy_ZIP=6.22, Synergy_Bliss=3.98, Synergy_Loewe=-6.45, Synergy_HSA=-7.19. Cell line: MCF7. Drug 2: C1CN(P(=O)(OC1)NCCCl)CCCl.